Dataset: Forward reaction prediction with 1.9M reactions from USPTO patents (1976-2016). Task: Predict the product of the given reaction. (1) Given the reactants [Cl:1][C:2]1[CH:3]=[CH:4][C:5]2[O:10][CH2:9][C:8](=[O:11])[O:7][C:6]=2[CH:12]=1.[F:13][C:14]1[CH:27]=[CH:26][C:17]([CH2:18][N:19]2[CH2:24][CH2:23][NH:22][C@H:21]([CH3:25])[CH2:20]2)=[CH:16][CH:15]=1, predict the reaction product. The product is: [Cl:1][C:2]1[CH:3]=[CH:4][C:5]([O:10][CH2:9][C:8]([N:22]2[CH2:23][CH2:24][N:19]([CH2:18][C:17]3[CH:26]=[CH:27][C:14]([F:13])=[CH:15][CH:16]=3)[CH2:20][C@H:21]2[CH3:25])=[O:11])=[C:6]([OH:7])[CH:12]=1. (2) Given the reactants [CH:1]1([CH2:6][CH:7]([C:19]2[NH:27][C:22]3=[N:23][CH:24]=[CH:25][CH:26]=[C:21]3[CH:20]=2)[C:8]2[CH:13]=[CH:12][C:11]([S:14]([CH:17]=[CH2:18])(=[O:16])=[O:15])=[CH:10][CH:9]=2)[CH2:5][CH2:4][CH2:3][CH2:2]1.[CH3:28][NH:29][CH3:30].CO, predict the reaction product. The product is: [CH:1]1([CH2:6][CH:7]([C:8]2[CH:13]=[CH:12][C:11]([S:14]([CH2:17][CH2:18][N:29]([CH3:30])[CH3:28])(=[O:16])=[O:15])=[CH:10][CH:9]=2)[C:19]2[NH:27][C:22]3=[N:23][CH:24]=[CH:25][CH:26]=[C:21]3[CH:20]=2)[CH2:5][CH2:4][CH2:3][CH2:2]1. (3) Given the reactants O[CH2:2][C:3]1[C-:4]([N:8]([CH3:10])[CH3:9])[CH:5]=[CH:6][CH:7]=1.[CH-:11]1[CH:15]=[CH:14][CH:13]=[CH:12]1.[Fe+2:16].C([C:19]1[NH:20][CH:21]=[CH:22][N:23]=1)([C:19]1[NH:20][CH:21]=[CH:22][N:23]=1)=O.C(Cl)Cl, predict the reaction product. The product is: [NH:20]1[CH:21]=[CH:22][N:23]=[C:19]1[CH2:2][C:3]1[C-:4]([N:8]([CH3:10])[CH3:9])[CH:5]=[CH:6][CH:7]=1.[CH-:11]1[CH:15]=[CH:14][CH:13]=[CH:12]1.[Fe+2:16]. (4) The product is: [I:3][C:4]1[CH:5]=[C:6](/[CH:7]=[CH:16]/[C:15]([O:18][CH2:19][CH3:20])=[O:17])[CH:9]=[CH:10][CH:11]=1. Given the reactants [H-].[Na+].[I:3][C:4]1[CH:5]=[C:6]([CH:9]=[CH:10][CH:11]=1)[CH:7]=O.[NH4+].[Cl-].Cl.[C:15]([O:18][CH2:19][CH3:20])(=[O:17])[CH3:16], predict the reaction product.